From a dataset of Experimentally validated miRNA-target interactions with 360,000+ pairs, plus equal number of negative samples. Binary Classification. Given a miRNA mature sequence and a target amino acid sequence, predict their likelihood of interaction. (1) The miRNA is hsa-miR-4763-3p with sequence AGGCAGGGGCUGGUGCUGGGCGGG. The protein sequence of the target gene is MLRLGLCAAALLCVCRPGAVRADCWLIEGDKGYVWLAICSQNQPPYETIPQHINSTVHDLRLNENKLKAVLYSSLNRFGNLTDLNLTKNEISYIEDGAFLGQSSLQVLQLGYNKLSNLTEGMLRGMSRLQFLFVQHNLIEVVTPTAFSECPSLISIDLSSNRLSRLDGATFASLASLMVCELAGNPFNCECDLFGFLAWLVVFNNVTKNYDRLQCESPREFAGYPLLVPRPYHSLNAITVLQAKCRNGSLPARPVSHPTPYSTDAQREPDENSGFNPDEILSVEPPASSTTDASAGPAIK.... Result: 1 (interaction). (2) The miRNA is mmu-miR-27b-3p with sequence UUCACAGUGGCUAAGUUCUGC. The protein sequence of the target gene is MADQRMDISSTISDFMSPGPTDLLSGSLGTSGVDCNRKRKGSATDYQLDDFAFEESMDTDKDDPHGRLEYAEHQGRIKNAREAHSQIEKRRRDKMNSFIDELASLVPTCNAMSRKLDKLTVLRMAVQHMKTLRGATNPYTEANYKPTFLSDDELKHLILRAADGFLFVVGCDRGKILFVSESVFKILNYSQNDLIGQSLFDYLHPKDIAKVKEQLSSSDTAPRERLIDAKTGLPVKTDITPGPSRLCSGARRSFFCRMKCNRPSVKVEDKDFASTCSKKKDRKSFCTIHSTGYLKSWPPT.... Result: 1 (interaction). (3) The miRNA is mmu-miR-486a-5p with sequence UCCUGUACUGAGCUGCCCCGAG. The protein sequence of the target gene is MTAIIKEIVSRNKRRYQEDGFDLDLTYIYPNIIAMGFPAERLEGVYRNNIDDVVRFLDSKHKNHYKIYNLCAERHYDTAKFNCRVAQYPFEDHNPPQLELIKPFCEDLDQWLSEDDNHVAAIHCKAGKGRTGVMICAYLLHRGKFLKAQEALDFYGEVRTRDKKGVTIPSQRRYVYYYSYLLKNHLDYRPVALLFHKMMFETIPMFSGGTCNPQFVVCQLKVKIYSSNSGPTRREDKFMYFEFPQPLPVCGDIKVEFFHKQNKMLKKDKMFHFWVNTFFIPGPEETSEKVENGSLCDQEI.... Result: 1 (interaction). (4) The miRNA is hsa-miR-3166 with sequence CGCAGACAAUGCCUACUGGCCUA. The protein sequence of the target gene is MPALGPALLQALWAGWVLTLQPLPPTAFTPNGTYLQHLARDPTSGTLYLGATNFLFQLSPGLQLEATVSTGPVLDSRDCLPPVMPDECPQAQPTNNPNQLLLVSPGALVVCGSVHQGVCEQRRLGQLEQLLLRPERPGDTQYVAANDPAVSTVGLVAQGLAGEPLLFVGRGYTSRGVGGGIPPITTRALWPPDPQAAFSYEETAKLAVGRLSEYSHHFVSAFARGASAYFLFLRRDLQAQSRAFRAYVSRVCLRDQHYYSYVELPLACEGGRYGLIQAAAVATSREVAHGEVLFAAFSSA.... Result: 1 (interaction). (5) The miRNA is hsa-miR-133a-5p with sequence AGCUGGUAAAAUGGAACCAAAU. The protein sequence of the target gene is MQRPGPRLWLVLQVMGSCAAISSMDMERPGDGKCQPIEIPMCKDIGYNMTRMPNLMGHENQREAAIQLHEFAPLVEYGCHGHLRFFLCSLYAPMCTEQVSTPIPACRVMCEQARLKCSPIMEQFNFKWPDSLDCRKLPNKNDPNYLCMEAPNNGSDEPTRGSGLFPPLFRPQRPHSAQEHPLKDGGPGRGGCDNPGKFHHVEKSASCAPLCTPGVDVYWSREDKRFAVVWLAIWAVLCFFSSAFTVLTFLIDPARFRYPERPIIFLSMCYCVYSVGYLIRLFAGAESIACDRDSGQLYVI.... Result: 0 (no interaction). (6) The miRNA is hsa-miR-128-3p with sequence UCACAGUGAACCGGUCUCUUU. The protein sequence of the target gene is MSVPVVYDKRRNLDCREEKEESNLAFVSQDEQDSSSFTILYEEPLQEEDRYTSAELRGSQSLLFPDTSSMPGLACERSESRTDLVHHFEKEGKLGEAFDGDNSEMFLSVEAKRYKIYPLALSPIYEDDSSQEDVLSSEVSPGHHGSSKSRESANQPSSVLSLLQSVSERLQRNFDGDDRQEAEEEEEEAVASGKDWRTEKREHVTFHLPDPSIPFYPEDNQEHAGIFKSYVEFSEPTTSSLQHGRWSEKELFLQKSDMTSKLHSSLKSAYHQYLQTSRTHSSETGTRFGGTLQEPVSKYF.... Result: 0 (no interaction). (7) The miRNA is cel-miR-252-5p with sequence AUAAGUAGUAGUGCCGCAGGUAA. The protein sequence of the target gene is MGSSKKHRGEKEAAGTTAAAGTGGTTEQPPRHREHKKHKHRSSGGGSSGGERRKRSRERGSERGSGRRGAEAEARSGAHGRERSQAEPSERRVKREKRDDGYEAAASSKASSGDASSLSIEETNKLRAKLGLKPLEVNAVKKEAGTKEEPVAADVINPMALRQREELREKLAAAKEKRLLNQKLGKIKTLGEDDPWLDDTAAWIERSRQLQKEKDLAEKRAKLLEEMDQEFGVSTLVEEEFEQRRQDLYSARDLQGLTVEHAIDSFREGETVVLTLKDKGVLQDGEDVLVNVNMVDKERA.... Result: 0 (no interaction).